Predict the product of the given reaction. From a dataset of Forward reaction prediction with 1.9M reactions from USPTO patents (1976-2016). (1) The product is: [NH2:50][C:51]1[N:56]=[C:55]([N:57]2[CH2:58][CH2:59][C:60]3([CH2:64][NH:63][C@H:62]([C:65]([O:67][CH3:2])=[O:66])[CH2:61]3)[CH2:68][CH2:69]2)[CH:54]=[C:53]([O:70][C@H:71]([C:76]2[CH:81]=[CH:80][C:79]([Cl:82])=[CH:78][C:77]=2[C:83]2[CH:88]=[CH:87][CH:86]=[C:85]([S:89]([CH3:92])(=[O:91])=[O:90])[CH:84]=2)[C:72]([F:74])([F:75])[F:73])[N:52]=1. Given the reactants N[C:2]1N=C(N2CCC3(CN[C@H](C(OC(C)C)=O)C3)CC2)C=C(O[C@H](C2C=CC(C3C=CC(C)=C(C)C=3)=CC=2N2C=CC(C)=N2)C(F)(F)F)N=1.[NH2:50][C:51]1[N:56]=[C:55]([N:57]2[CH2:69][CH2:68][C:60]3([CH2:64][NH:63][C@H:62]([C:65]([OH:67])=[O:66])[CH2:61]3)[CH2:59][CH2:58]2)[CH:54]=[C:53]([O:70][C@H:71]([C:76]2[CH:81]=[CH:80][C:79]([Cl:82])=[CH:78][C:77]=2[C:83]2[CH:88]=[CH:87][CH:86]=[C:85]([S:89]([CH3:92])(=[O:91])=[O:90])[CH:84]=2)[C:72]([F:75])([F:74])[F:73])[N:52]=1, predict the reaction product. (2) Given the reactants [F:1][C:2]1[CH:7]=[C:6]([F:8])[CH:5]=[CH:4][C:3]=1[C@@:9]1([CH2:13][N:14]2[CH:18]=[N:17][CH:16]=[N:15]2)[C@H:11]([CH3:12])[O:10]1.[F:19][C:20]1[CH:21]=[CH:22][C:23]([CH:26]2[CH2:31][CH2:30][NH:29][CH2:28][CH2:27]2)=[N:24][CH:25]=1.O.O.O.Cl([O-])(=O)(=O)=O.[Li+], predict the reaction product. The product is: [F:1][C:2]1[CH:7]=[C:6]([F:8])[CH:5]=[CH:4][C:3]=1[C@:9]([OH:10])([C@H:11]([N:29]1[CH2:30][CH2:31][CH:26]([C:23]2[CH:22]=[CH:21][C:20]([F:19])=[CH:25][N:24]=2)[CH2:27][CH2:28]1)[CH3:12])[CH2:13][N:14]1[CH:18]=[N:17][CH:16]=[N:15]1. (3) The product is: [Si:30]([O:29][CH2:28][CH2:27][O:10][C@:8]([C@@H:11]1[CH2:16][CH2:15][CH2:14][N:13]([C:17]([O:19][C:20]([CH3:23])([CH3:22])[CH3:21])=[O:18])[CH2:12]1)([C:4]1[CH:5]=[CH:6][CH:7]=[C:2]([Cl:1])[CH:3]=1)[CH3:9])([C:33]([CH3:36])([CH3:35])[CH3:34])([CH3:32])[CH3:31]. Given the reactants [Cl:1][C:2]1[CH:3]=[C:4]([C@@:8]([C@@H:11]2[CH2:16][CH2:15][CH2:14][N:13]([C:17]([O:19][C:20]([CH3:23])([CH3:22])[CH3:21])=[O:18])[CH2:12]2)([OH:10])[CH3:9])[CH:5]=[CH:6][CH:7]=1.[H-].[Na+].Br[CH2:27][CH2:28][O:29][Si:30]([C:33]([CH3:36])([CH3:35])[CH3:34])([CH3:32])[CH3:31], predict the reaction product. (4) Given the reactants C([BH3-])#N.[NH:4]1[CH2:9][CH2:8][CH2:7][CH2:6][CH2:5]1.C(O)(=O)C.O=[CH:15][CH2:16][CH2:17][C:18]1[CH:23]=[C:22]([C:24]2[CH:29]=[CH:28][CH:27]=[C:26]([C:30]([F:33])([F:32])[F:31])[CH:25]=2)[N:21]=[C:20]([C:34]#[N:35])[N:19]=1, predict the reaction product. The product is: [N:4]1([CH2:15][CH2:16][CH2:17][C:18]2[CH:23]=[C:22]([C:24]3[CH:29]=[CH:28][CH:27]=[C:26]([C:30]([F:33])([F:32])[F:31])[CH:25]=3)[N:21]=[C:20]([C:34]#[N:35])[N:19]=2)[CH2:9][CH2:8][CH2:7][CH2:6][CH2:5]1. (5) Given the reactants [H-].[Na+].[C:3]([NH:6][CH:7]([C:12]([O:14][CH3:15])=[O:13])[C:8]([O:10][CH3:11])=[O:9])(=[O:5])[CH3:4].Br[CH:17]1[CH2:23][CH2:22][CH2:21][C:20]2[CH:24]=[C:25]([CH2:28][CH2:29][CH2:30][CH2:31][CH2:32][CH2:33][CH2:34][CH3:35])[CH:26]=[CH:27][C:19]=2[C:18]1=[O:36], predict the reaction product. The product is: [CH3:11][O:10][C:8](=[O:9])[C:7]([NH:6][C:3](=[O:5])[CH3:4])([CH:17]1[CH2:23][CH2:22][CH2:21][C:20]2[CH:24]=[C:25]([CH2:28][CH2:29][CH2:30][CH2:31][CH2:32][CH2:33][CH2:34][CH3:35])[CH:26]=[CH:27][C:19]=2[C:18]1=[O:36])[C:12]([O:14][CH3:15])=[O:13]. (6) Given the reactants FC(F)(F)C(O)=O.[CH3:8][CH:9]([CH3:32])[CH2:10][CH2:11][O:12][C:13]1[CH:18]=[CH:17][C:16]([N:19]([S:28]([CH3:31])(=[O:30])=[O:29])[CH2:20][C:21]([O:23]C(C)(C)C)=[O:22])=[CH:15][CH:14]=1, predict the reaction product. The product is: [CH3:8][CH:9]([CH3:32])[CH2:10][CH2:11][O:12][C:13]1[CH:14]=[CH:15][C:16]([N:19]([S:28]([CH3:31])(=[O:30])=[O:29])[CH2:20][C:21]([OH:23])=[O:22])=[CH:17][CH:18]=1. (7) Given the reactants [CH2:1]([O:3][Si:4]([O:11][CH2:12][CH3:13])([O:8][CH2:9][CH3:10])[O:5][CH2:6][CH3:7])[CH3:2].[CH2:14](O)[CH2:15][CH2:16][CH2:17][CH2:18][CH2:19]CC, predict the reaction product. The product is: [CH2:9]([O:8][Si:4]([O:5][CH2:6][CH3:7])([O:11][CH2:12][CH3:13])[O:3][CH2:1][CH2:2][CH2:14][CH2:15][CH2:16][CH2:17][CH2:18][CH3:19])[CH3:10]. (8) Given the reactants Cl[C:2]1[N:7]=[C:6]([N:8]([CH3:15])[CH:9]2[CH2:14][CH2:13][O:12][CH2:11][CH2:10]2)[CH:5]=[C:4]([Cl:16])[N:3]=1.C([O-])([O-])=O.[Na+].[Na+].[C:23]([O:27][C:28](=[O:58])[N:29]([CH2:31][CH:32]([O:50][Si:51]([C:54]([CH3:57])([CH3:56])[CH3:55])([CH3:53])[CH3:52])[CH2:33][O:34][C:35]1[CH:40]=[CH:39][CH:38]=[C:37](B2OC(C)(C)C(C)(C)O2)[CH:36]=1)[CH3:30])([CH3:26])([CH3:25])[CH3:24], predict the reaction product. The product is: [C:23]([O:27][C:28](=[O:58])[N:29]([CH2:31][CH:32]([O:50][Si:51]([C:54]([CH3:57])([CH3:56])[CH3:55])([CH3:52])[CH3:53])[CH2:33][O:34][C:35]1[CH:36]=[CH:37][CH:38]=[C:39]([C:2]2[N:3]=[C:4]([Cl:16])[CH:5]=[C:6]([N:8]([CH3:15])[CH:9]3[CH2:14][CH2:13][O:12][CH2:11][CH2:10]3)[N:7]=2)[CH:40]=1)[CH3:30])([CH3:24])([CH3:26])[CH3:25].